Dataset: Full USPTO retrosynthesis dataset with 1.9M reactions from patents (1976-2016). Task: Predict the reactants needed to synthesize the given product. (1) Given the product [CH3:14][O:15]/[N:16]=[C:9]1/[CH2:8][CH2:7][NH:1][CH2:2][C:3]2[CH:4]=[CH:5][CH:6]=[CH:11][C:10]/1=2, predict the reactants needed to synthesize it. The reactants are: [NH:1]1[C:7]2[CH:8]=[CH:9][CH:10]=[CH:11][C:6]=2[C:5](=O)[CH2:4][CH2:3][CH2:2]1.Cl.[CH3:14][O:15][NH2:16].C([O-])(=O)C.[Na+].C(=O)([O-])[O-].[Na+].[Na+]. (2) Given the product [F:21][C:16]1[CH:17]=[CH:18][CH:19]=[CH:20][C:15]=1[C@H:13]1[C:12]2[CH:11]=[CH:10][CH:9]=[CH:8][C:7]=2[C:6]2[N:36]=[C:34]([NH:33][C:29]3[CH:28]=[C:27]([CH2:26][CH2:25][OH:24])[CH:32]=[CH:31][CH:30]=3)[N:35]=[CH:4][C:5]=2[CH2:14]1, predict the reactants needed to synthesize it. The reactants are: CN([CH:4]=[C:5]1[CH2:14][C@@H:13]([C:15]2[CH:20]=[CH:19][CH:18]=[CH:17][C:16]=2[F:21])[C:12]2[C:7](=[CH:8][CH:9]=[CH:10][CH:11]=2)[C:6]1=O)C.Cl.[OH:24][CH2:25][CH2:26][C:27]1[CH:28]=[C:29]([NH:33][C:34]([NH2:36])=[NH:35])[CH:30]=[CH:31][CH:32]=1.[O-]CC.[Na+]. (3) Given the product [N:18]([CH:2]([C:5]1[N:6]=[C:7]2[CH:16]=[CH:15][CH:14]=[C:13]([CH3:17])[N:8]2[C:9](=[O:12])[C:10]=1[I:11])[CH2:3][CH3:4])=[N+:19]=[N-:20], predict the reactants needed to synthesize it. The reactants are: Br[CH:2]([C:5]1[N:6]=[C:7]2[CH:16]=[CH:15][CH:14]=[C:13]([CH3:17])[N:8]2[C:9](=[O:12])[C:10]=1[I:11])[CH2:3][CH3:4].[N-:18]=[N+:19]=[N-:20].[Na+]. (4) Given the product [S:11]1[C:12]2[CH:18]=[CH:17][CH:16]=[CH:15][C:13]=2[N:14]=[C:10]1[C:7]1[CH:6]=[CH:5][C:4]([NH:22][CH3:21])=[N:9][CH:8]=1, predict the reactants needed to synthesize it. The reactants are: C(O[C:4]1[N:9]=[CH:8][C:7]([C:10]2[S:11][C:12]3[CH:18]=[C:17](OC)[CH:16]=[CH:15][C:13]=3[N:14]=2)=[CH:6][CH:5]=1)C.[CH3:21][N:22](C)C1N=CC(C2SC3C=C(O)C=CC=3N=2)=CN=1.C([O-])(O)=O.[Na+]. (5) Given the product [CH:1]1([N:6]2[CH2:12][C:11]([F:14])([F:13])[C:10](=[O:15])[N:9]([CH3:16])[C:8]3[CH:17]=[N:18][C:19]([NH:21][C:22]4[C:30]([F:31])=[CH:29][C:25]([C:26]([NH:76][CH:77]5[CH2:82][CH2:81][N:80]([CH3:83])[CH2:79][CH2:78]5)=[O:28])=[C:24]([F:32])[CH:23]=4)=[N:20][C:7]2=3)[CH2:2][CH2:3][CH2:4][CH2:5]1, predict the reactants needed to synthesize it. The reactants are: [CH:1]1([N:6]2[CH2:12][C:11]([F:14])([F:13])[C:10](=[O:15])[N:9]([CH3:16])[C:8]3[CH:17]=[N:18][C:19]([NH:21][C:22]4[C:30]([F:31])=[CH:29][C:25]([C:26]([OH:28])=O)=[C:24]([F:32])[CH:23]=4)=[N:20][C:7]2=3)[CH2:5][CH2:4][CH2:3][CH2:2]1.ON1C2C=CC=CC=2N=N1.F[P-](F)(F)(F)(F)F.CN(C(N(C)C)=[N+]1C2C=CC=CC=2[N+]([O-])=N1)C.C(N(C(C)C)CC)(C)C.[NH2:76][CH:77]1[CH2:82][CH2:81][N:80]([CH3:83])[CH2:79][CH2:78]1. (6) Given the product [CH3:15][O:14][C:9]1[CH:10]=[CH:11][CH:12]=[CH:13][C:8]=1[C:7]1[N:26]=[C:24]([S:23][CH3:22])[N:25]=[C:2]([C:3]([OH:5])=[O:4])[CH:6]=1, predict the reactants needed to synthesize it. The reactants are: O=[C:2]([CH2:6][C:7](=O)[C:8]1[CH:13]=[CH:12][CH:11]=[CH:10][C:9]=1[O:14][CH3:15])[C:3]([OH:5])=[O:4].S(O)(O)(=O)=O.[CH3:22][S:23][C:24](=[NH:26])[NH2:25].[O-]CC.[Na+].[OH-].[Na+]. (7) Given the product [CH2:10]([O:1][C:2]1[CH:9]=[CH:8][C:5]([CH:6]=[O:7])=[CH:4][CH:3]=1)[C:11]([CH3:14])([CH3:13])[CH3:12], predict the reactants needed to synthesize it. The reactants are: [OH:1][C:2]1[CH:9]=[CH:8][C:5]([CH:6]=[O:7])=[CH:4][CH:3]=1.[CH2:10](Br)[C:11]([CH3:14])([CH3:13])[CH3:12].[I-].[Na+].